From a dataset of Full USPTO retrosynthesis dataset with 1.9M reactions from patents (1976-2016). Predict the reactants needed to synthesize the given product. (1) Given the product [N:10]1[NH:11][C:1]([NH2:2])=[C:3]2[CH2:7][S:6][CH2:5][C:4]=12, predict the reactants needed to synthesize it. The reactants are: [C:1]([CH:3]1[CH2:7][S:6][CH2:5][C:4]1=O)#[N:2].O.[NH2:10][NH2:11]. (2) Given the product [Cl:17][C:18]1[CH:23]=[C:22]([C:2]2[CH:3]=[C:4]3[C:8](=[CH:9][CH:10]=2)[NH:7][C:6](=[O:11])[C:5]3([O:15][CH3:16])[C:12]#[C:13][CH3:14])[CH:21]=[CH:20][CH:19]=1, predict the reactants needed to synthesize it. The reactants are: Br[C:2]1[CH:3]=[C:4]2[C:8](=[CH:9][CH:10]=1)[NH:7][C:6](=[O:11])[C:5]2([O:15][CH3:16])[C:12]#[C:13][CH3:14].[Cl:17][C:18]1[CH:19]=[C:20](B(O)O)[CH:21]=[CH:22][CH:23]=1.C(=O)([O-])[O-].[Na+].[Na+]. (3) Given the product [F:16][C:17]1[CH:22]=[C:21]([F:23])[CH:20]=[CH:19][C:18]=1[CH:24]=[CH:25][C:26]([N:10]1[CH2:9][C@H:8]([CH2:11][CH:12]([CH3:14])[CH3:13])[NH:7][C:6](=[O:15])[C@@H:5]1[CH2:1][CH:2]([CH3:4])[CH3:3])=[O:27], predict the reactants needed to synthesize it. The reactants are: [CH2:1]([C@@H:5]1[NH:10][CH2:9][C@H:8]([CH2:11][CH:12]([CH3:14])[CH3:13])[NH:7][C:6]1=[O:15])[CH:2]([CH3:4])[CH3:3].[F:16][C:17]1[CH:22]=[C:21]([F:23])[CH:20]=[CH:19][C:18]=1[CH:24]=[CH:25][C:26](O)=[O:27].C([C@@H]1N(C(=O)/C=C/C2C=CC=CC=2)C[C@H](CC(C)C)NC1=O)C(C)C. (4) The reactants are: [Na+].[C:2]1([CH3:11])[CH:7]=[CH:6][C:5]([S:8]([O-:10])=[O:9])=[CH:4][CH:3]=1.C(OC)(C)(C)C.Cl. Given the product [C:2]1([CH3:11])[CH:7]=[CH:6][C:5]([S:8]([OH:10])=[O:9])=[CH:4][CH:3]=1, predict the reactants needed to synthesize it. (5) Given the product [CH2:29]([C:36]1[O:37][C:38]([CH3:42])=[C:39]([CH3:41])[C:40]=1[C:7]([C:6]1[CH:10]=[C:11]([CH:15]([CH3:17])[CH3:16])[C:12]([O:13][CH3:14])=[C:4]([CH:1]([CH3:2])[CH3:3])[CH:5]=1)=[O:9])[C:30]1[CH:31]=[CH:32][CH:33]=[CH:34][CH:35]=1, predict the reactants needed to synthesize it. The reactants are: [CH:1]([C:4]1[CH:5]=[C:6]([CH:10]=[C:11]([CH:15]([CH3:17])[CH3:16])[C:12]=1[O:13][CH3:14])[C:7]([OH:9])=O)([CH3:3])[CH3:2].C(Cl)(=O)C(Cl)=O.[Sn](Cl)(Cl)(Cl)Cl.[CH2:29]([C:36]1[O:37][C:38]([CH3:42])=[C:39]([CH3:41])[CH:40]=1)[C:30]1[CH:35]=[CH:34][CH:33]=[CH:32][CH:31]=1.